This data is from Peptide-MHC class I binding affinity with 185,985 pairs from IEDB/IMGT. The task is: Regression. Given a peptide amino acid sequence and an MHC pseudo amino acid sequence, predict their binding affinity value. This is MHC class I binding data. (1) The peptide sequence is ETKITFALKK. The MHC is HLA-A03:01 with pseudo-sequence HLA-A03:01. The binding affinity (normalized) is 0.342. (2) The peptide sequence is FTENGPWMY. The MHC is HLA-A80:01 with pseudo-sequence HLA-A80:01. The binding affinity (normalized) is 0.572.